This data is from CYP2C19 inhibition data for predicting drug metabolism from PubChem BioAssay. The task is: Regression/Classification. Given a drug SMILES string, predict its absorption, distribution, metabolism, or excretion properties. Task type varies by dataset: regression for continuous measurements (e.g., permeability, clearance, half-life) or binary classification for categorical outcomes (e.g., BBB penetration, CYP inhibition). Dataset: cyp2c19_veith. (1) The drug is CC(C)(C)c1onc(OCP(=O)(O)O)c1C[C@@H](N)C(=O)O. The result is 0 (non-inhibitor). (2) The compound is COC(=O)N1CCC2(CC1)CN(c1ccc(-c3ccccc3)cc1)C2. The result is 0 (non-inhibitor).